This data is from Forward reaction prediction with 1.9M reactions from USPTO patents (1976-2016). The task is: Predict the product of the given reaction. Given the reactants [NH2:1][CH2:2][CH2:3][CH2:4][O:5][C:6]1[CH:11]=[C:10]([CH2:12][OH:13])[CH:9]=[C:8]([CH2:14][OH:15])[CH:7]=1.[CH3:16][C:17]([S:24][S:25][CH3:26])([CH3:23])[CH2:18][CH2:19][C:20](O)=[O:21].C(N=C=NC(C)C)(C)C.O.ON1C2C=CC=CC=2N=N1, predict the reaction product. The product is: [CH3:16][C:17]([S:24][S:25][CH3:26])([CH3:23])[CH2:18][CH2:19][C:20]([NH:1][CH2:2][CH2:3][CH2:4][O:5][C:6]1[CH:11]=[C:10]([CH2:12][OH:13])[CH:9]=[C:8]([CH2:14][OH:15])[CH:7]=1)=[O:21].